From a dataset of Full USPTO retrosynthesis dataset with 1.9M reactions from patents (1976-2016). Predict the reactants needed to synthesize the given product. Given the product [Cl:1][C:2]1[C:3](=[O:29])[N:4]([CH2:19][C:20]2[CH:28]=[CH:27][C:23]([C:24]([NH2:32])=[O:25])=[CH:22][CH:21]=2)[C:5]([CH3:18])=[CH:6][C:7]=1[O:8][CH2:9][C:10]1[CH:15]=[CH:14][C:13]([F:16])=[CH:12][C:11]=1[F:17], predict the reactants needed to synthesize it. The reactants are: [Cl:1][C:2]1[C:3](=[O:29])[N:4]([CH2:19][C:20]2[CH:28]=[CH:27][C:23]([C:24](O)=[O:25])=[CH:22][CH:21]=2)[C:5]([CH3:18])=[CH:6][C:7]=1[O:8][CH2:9][C:10]1[CH:15]=[CH:14][C:13]([F:16])=[CH:12][C:11]=1[F:17].ClC1N=C(OC)N=C(OC)[N:32]=1.CN1CCOCC1.[NH4+].[OH-].